From a dataset of NCI-60 drug combinations with 297,098 pairs across 59 cell lines. Regression. Given two drug SMILES strings and cell line genomic features, predict the synergy score measuring deviation from expected non-interaction effect. (1) Drug 1: C1=CN(C(=O)N=C1N)C2C(C(C(O2)CO)O)O.Cl. Drug 2: CC=C1C(=O)NC(C(=O)OC2CC(=O)NC(C(=O)NC(CSSCCC=C2)C(=O)N1)C(C)C)C(C)C. Cell line: K-562. Synergy scores: CSS=71.8, Synergy_ZIP=-0.216, Synergy_Bliss=-2.85, Synergy_Loewe=-3.30, Synergy_HSA=-2.38. (2) Drug 1: CC1=C(C=C(C=C1)NC2=NC=CC(=N2)N(C)C3=CC4=NN(C(=C4C=C3)C)C)S(=O)(=O)N.Cl. Cell line: T-47D. Drug 2: C1=NC2=C(N=C(N=C2N1C3C(C(C(O3)CO)O)F)Cl)N. Synergy scores: CSS=5.29, Synergy_ZIP=-1.59, Synergy_Bliss=4.44, Synergy_Loewe=3.59, Synergy_HSA=3.84.